From a dataset of Forward reaction prediction with 1.9M reactions from USPTO patents (1976-2016). Predict the product of the given reaction. (1) Given the reactants [Cl:1][C:2]1[C:3]([S:32]([NH2:34])=[O:33])=[N:4][CH:5]=[C:6]([C:17]([N:19]2[CH2:24][CH2:23][CH:22]([C:25]3[CH:30]=[CH:29][C:28]([F:31])=[CH:27][CH:26]=3)[CH2:21][CH2:20]2)=[O:18])[C:7]=1[NH:8][C:9]1[CH:14]=[CH:13][C:12]([F:15])=[CH:11][C:10]=1[CH3:16].[C:35](O[C:35]([O:37][C:38]([CH3:41])([CH3:40])[CH3:39])=[O:36])([O:37][C:38]([CH3:41])([CH3:40])[CH3:39])=[O:36], predict the reaction product. The product is: [Cl:1][C:2]1[C:3]([S:32]([NH:34][C:35](=[O:36])[O:37][C:38]([CH3:41])([CH3:40])[CH3:39])=[O:33])=[N:4][CH:5]=[C:6]([C:17]([N:19]2[CH2:24][CH2:23][CH:22]([C:25]3[CH:26]=[CH:27][C:28]([F:31])=[CH:29][CH:30]=3)[CH2:21][CH2:20]2)=[O:18])[C:7]=1[NH:8][C:9]1[CH:14]=[CH:13][C:12]([F:15])=[CH:11][C:10]=1[CH3:16]. (2) The product is: [CH3:1][O:2][C:3]1[CH:4]=[C:5]([CH2:6][C:40]#[N:41])[CH:8]=[CH:9][C:10]=1[O:11][S:12]([C:15]1[CH:21]=[CH:20][C:18]([CH3:19])=[CH:17][CH:16]=1)(=[O:14])=[O:13]. Given the reactants [CH3:1][O:2][C:3]1[CH:4]=[C:5]([CH:8]=[CH:9][C:10]=1[O:11][S:12]([C:15]1[CH:21]=[CH:20][C:18]([CH3:19])=[CH:17][CH:16]=1)(=[O:14])=[O:13])[CH2:6]Cl.C1OCCOCCOCCOCCOCCOC1.[C-:40]#[N:41].[K+], predict the reaction product. (3) Given the reactants [CH3:1][O:2][C:3]1[CH:58]=[C:57]([O:59][CH3:60])[CH:56]=[CH:55][C:4]=1[CH2:5][N:6]([CH2:21][C:22]1[CH:27]=[CH:26][N:25]=[C:24]2[N:28](S(C3C=CC(C)=CC=3)(=O)=O)[C:29]([C:31]3[C:39]4[C:34](=[CH:35][C:36]([O:42][CH3:43])=[C:37]([O:40][CH3:41])[CH:38]=4)[N:33]([CH3:44])[CH:32]=3)=[CH:30][C:23]=12)[C:7]([NH:9][C:10]1[CH:15]=[CH:14][C:13]([O:16][C:17]([F:20])([F:19])[F:18])=[CH:12][CH:11]=1)=[O:8].[OH-].[K+], predict the reaction product. The product is: [CH3:1][O:2][C:3]1[CH:58]=[C:57]([O:59][CH3:60])[CH:56]=[CH:55][C:4]=1[CH2:5][N:6]([CH2:21][C:22]1[CH:27]=[CH:26][N:25]=[C:24]2[NH:28][C:29]([C:31]3[C:39]4[C:34](=[CH:35][C:36]([O:42][CH3:43])=[C:37]([O:40][CH3:41])[CH:38]=4)[N:33]([CH3:44])[CH:32]=3)=[CH:30][C:23]=12)[C:7]([NH:9][C:10]1[CH:11]=[CH:12][C:13]([O:16][C:17]([F:18])([F:19])[F:20])=[CH:14][CH:15]=1)=[O:8]. (4) Given the reactants [C:1]([O:5][C:6]([NH:8][C:9]1[C:17](Cl)=[N:16][CH:15]=[CH:14][C:10]=1[C:11]([OH:13])=[O:12])=[O:7])([CH3:4])([CH3:3])[CH3:2].[N+:19]([C:22]1[CH:23]=[C:24](B(O)O)[CH:25]=[CH:26][CH:27]=1)([O-:21])=[O:20].C([O-])([O-])=O.[Na+].[Na+], predict the reaction product. The product is: [C:1]([O:5][C:6]([NH:8][C:9]1[C:17]([C:26]2[CH:25]=[CH:24][CH:23]=[C:22]([N+:19]([O-:21])=[O:20])[CH:27]=2)=[N:16][CH:15]=[CH:14][C:10]=1[C:11]([OH:13])=[O:12])=[O:7])([CH3:4])([CH3:3])[CH3:2].